Dataset: Reaction yield outcomes from USPTO patents with 853,638 reactions. Task: Predict the reaction yield, written as a fraction of the theoretical maximum amount of product (1.0 means a 100% yield; for example, 0.34 means a 34% yield). (1) The reactants are [ClH:1].CO[C:4](=O)[CH:5]([NH2:14])[CH2:6][CH2:7][CH2:8][CH2:9][CH2:10][CH2:11][C:12]#[CH:13].[N:16]#[C:17][NH2:18]. No catalyst specified. The product is [ClH:1].[CH2:6]([C:5]1[N:14]=[C:17]([NH2:18])[NH:16][CH:4]=1)[CH2:7][CH2:8][CH2:9][CH2:10][CH2:11][C:12]#[CH:13]. The yield is 0.530. (2) The reactants are [Cl:1][C:2]1[C:3]([O:13]C)=[CH:4][CH:5]=[C:6]2[C:11]=1[C:10](=[O:12])[NH:9][CH2:8][CH2:7]2.B(Br)(Br)Br.O. The catalyst is C(Cl)Cl. The product is [Cl:1][C:2]1[C:3]([OH:13])=[CH:4][CH:5]=[C:6]2[C:11]=1[C:10](=[O:12])[NH:9][CH2:8][CH2:7]2. The yield is 0.910. (3) The reactants are C[O:2][C:3]([C@H:5]1[CH2:9][C@@H:8]([NH:10][C:11]([O:13][C:14]([CH3:17])([CH3:16])[CH3:15])=[O:12])[C@@H:7]([OH:18])[CH2:6]1)=[O:4].N1C=CN=C1.[CH3:24][C:25]([Si:28](Cl)([CH3:30])[CH3:29])([CH3:27])[CH3:26].Cl. The catalyst is C(Cl)Cl.CN(C1C=CN=CC=1)C.C(O)(C)C.[OH-].[Na+].C(Cl)(Cl)Cl. The product is [C:11]([NH:10][C@@H:8]1[CH2:9][C@H:5]([C:3]([OH:2])=[O:4])[CH2:6][C@@H:7]1[O:18][Si:28]([C:25]([CH3:27])([CH3:26])[CH3:24])([CH3:30])[CH3:29])([O:13][C:14]([CH3:17])([CH3:16])[CH3:15])=[O:12]. The yield is 0.871. (4) The reactants are Cl[C:2]([O:4][CH2:5][C:6]([Cl:9])([Cl:8])[Cl:7])=[O:3].[C:10]([C:14]1[CH:15]=[C:16]([NH2:34])[N:17]([C:19]2[CH:24]=[CH:23][CH:22]=[C:21]([CH2:25][N:26]3[CH2:31][CH2:30][C:29]([F:33])([F:32])[CH2:28][CH2:27]3)[CH:20]=2)[N:18]=1)([CH3:13])([CH3:12])[CH3:11].CCN(C(C)C)C(C)C. The catalyst is C1COCC1. The product is [Cl:7][C:6]([Cl:9])([Cl:8])[CH2:5][O:4][C:2](=[O:3])[NH:34][C:16]1[N:17]([C:19]2[CH:24]=[CH:23][CH:22]=[C:21]([CH2:25][N:26]3[CH2:31][CH2:30][C:29]([F:33])([F:32])[CH2:28][CH2:27]3)[CH:20]=2)[N:18]=[C:14]([C:10]([CH3:12])([CH3:13])[CH3:11])[CH:15]=1. The yield is 0.720. (5) The reactants are C([O:4][CH2:5][C:6]1[C:11]([N:12]2[CH2:24][CH2:23][N:15]3[C:16]4[CH2:17][CH2:18][CH2:19][CH2:20][C:21]=4[CH:22]=[C:14]3[C:13]2=[O:25])=[CH:10][C:9]([F:26])=[CH:8][C:7]=1[C:27]1[N:28]=[C:29]([NH:36][C:37]2[CH:42]=[CH:41][C:40]([N:43]3[CH2:48][CH2:47][N:46]([CH3:49])[CH2:45][CH2:44]3)=[CH:39][N:38]=2)[C:30]2[N:31]([CH:33]=[CH:34][N:35]=2)[CH:32]=1)(=O)C.[Li+].[OH-]. The catalyst is CC(O)C.C1COCC1.O. The product is [F:26][C:9]1[CH:8]=[C:7]([C:27]2[N:28]=[C:29]([NH:36][C:37]3[CH:42]=[CH:41][C:40]([N:43]4[CH2:44][CH2:45][N:46]([CH3:49])[CH2:47][CH2:48]4)=[CH:39][N:38]=3)[C:30]3[N:31]([CH:33]=[CH:34][N:35]=3)[CH:32]=2)[C:6]([CH2:5][OH:4])=[C:11]([N:12]2[CH2:24][CH2:23][N:15]3[C:16]4[CH2:17][CH2:18][CH2:19][CH2:20][C:21]=4[CH:22]=[C:14]3[C:13]2=[O:25])[CH:10]=1. The yield is 0.200. (6) The reactants are [OH:1][C:2]1[CH:7]=[CH:6][N:5]=[CH:4][CH:3]=1.F[C:9]1[CH:14]=[CH:13][C:12]([N+:15]([O-:17])=[O:16])=[CH:11][CH:10]=1.C([O-])([O-])=O.[K+].[K+]. The catalyst is CN(C=O)C.O. The product is [N:5]1[CH:6]=[CH:7][C:2]([O:1][C:9]2[CH:14]=[CH:13][C:12]([N+:15]([O-:17])=[O:16])=[CH:11][CH:10]=2)=[CH:3][CH:4]=1. The yield is 0.900. (7) The reactants are [CH3:1][S:2]([C:5]1[CH:10]=[CH:9][C:8]([C:11]2[N:16]3[N:17]=[C:18]([NH2:20])[N:19]=[C:15]3[CH:14]=[N:13][CH:12]=2)=[CH:7][CH:6]=1)(=[O:4])=[O:3].Br[C:22]1[CH:23]=[C:24]([N:28]2[CH2:33][CH2:32][N:31]([CH3:34])[CH2:30][CH2:29]2)[CH:25]=[N:26][CH:27]=1. No catalyst specified. The product is [CH3:1][S:2]([C:5]1[CH:6]=[CH:7][C:8]([C:11]2[N:16]3[N:17]=[C:18]([NH:20][C:22]4[CH:27]=[N:26][CH:25]=[C:24]([N:28]5[CH2:33][CH2:32][N:31]([CH3:34])[CH2:30][CH2:29]5)[CH:23]=4)[N:19]=[C:15]3[CH:14]=[N:13][CH:12]=2)=[CH:9][CH:10]=1)(=[O:3])=[O:4]. The yield is 0.0400. (8) The reactants are C([SiH](CC)CC)C.[CH2:8]([O:15][CH2:16][N:17]1[C:21]2[CH:22]=[N:23][NH:24][C:25](=[O:26])[C:20]=2[C:19]([C:27](O)([CH3:29])[CH3:28])=[CH:18]1)[C:9]1[CH:14]=[CH:13][CH:12]=[CH:11][CH:10]=1.C(=O)([O-])O.[Na+]. The catalyst is ClCCl. The product is [CH2:8]([O:15][CH2:16][N:17]1[C:21]2[CH:22]=[N:23][NH:24][C:25](=[O:26])[C:20]=2[C:19]([CH:27]([CH3:29])[CH3:28])=[CH:18]1)[C:9]1[CH:14]=[CH:13][CH:12]=[CH:11][CH:10]=1. The yield is 0.620.